From a dataset of Peptide-MHC class II binding affinity with 134,281 pairs from IEDB. Regression. Given a peptide amino acid sequence and an MHC pseudo amino acid sequence, predict their binding affinity value. This is MHC class II binding data. (1) The peptide sequence is QDPKNVYQRGTHPFS. The MHC is DRB1_0301 with pseudo-sequence DRB1_0301. The binding affinity (normalized) is 0.357. (2) The MHC is HLA-DQA10501-DQB10402 with pseudo-sequence HLA-DQA10501-DQB10402. The binding affinity (normalized) is 0.565. The peptide sequence is EQEILNYMSPHHKKL.